From a dataset of Forward reaction prediction with 1.9M reactions from USPTO patents (1976-2016). Predict the product of the given reaction. (1) Given the reactants [NH2:1][C:2]1[CH:7]=[CH:6][N:5]=[CH:4][C:3]=1[OH:8].Cl[CH2:10][C:11](Cl)=[O:12].C(=O)([O-])[O-].[K+].[K+].O, predict the reaction product. The product is: [NH:1]1[C:11](=[O:12])[CH2:10][O:8][C:3]2[CH:4]=[N:5][CH:6]=[CH:7][C:2]1=2. (2) Given the reactants [CH3:1][O:2][C:3]1[C:31]([CH3:32])=[N:30][C:6]2[N:7]([C:12]([NH:14][CH:15]([C:19]3[CH:24]=[CH:23][C:22]([O:25][C:26]([F:29])([F:28])[F:27])=[CH:21][CH:20]=3)[CH2:16][O:17][CH3:18])=[O:13])[CH2:8][C:9](=[O:11])[NH:10][C:5]=2[CH:4]=1, predict the reaction product. The product is: [CH3:1][O:2][C:3]1[C:31]([CH3:32])=[N:30][C:6]2[N:7]([C:12]([NH:14][C@@H:15]([C:19]3[CH:24]=[CH:23][C:22]([O:25][C:26]([F:29])([F:27])[F:28])=[CH:21][CH:20]=3)[CH2:16][O:17][CH3:18])=[O:13])[CH2:8][C:9](=[O:11])[NH:10][C:5]=2[CH:4]=1. (3) Given the reactants [N+:1]([C:4]1[CH:13]=[CH:12][CH:11]=[C:10]2[C:5]=1[CH:6]=[CH:7][C:8]([CH:14]=[CH2:15])=[N:9]2)([O-])=O.C(=O)([O-])[O-].[Na+].[Na+], predict the reaction product. The product is: [CH2:14]([C:8]1[CH:7]=[CH:6][C:5]2[C:10](=[CH:11][CH:12]=[CH:13][C:4]=2[NH2:1])[N:9]=1)[CH3:15]. (4) Given the reactants [CH:1]1([CH:6]([C:14]2[CH:19]=[CH:18][C:17]([CH2:20][N:21]3[CH2:29][C:28]4[C:23](=[CH:24][CH:25]=[CH:26][C:27]=4[F:30])[C:22]3=[O:31])=[CH:16][CH:15]=2)[C:7]([O:9]C(C)(C)C)=[O:8])[CH2:5][CH2:4][CH2:3][CH2:2]1.FC(F)(F)C(O)=O, predict the reaction product. The product is: [CH:1]1([CH:6]([C:14]2[CH:19]=[CH:18][C:17]([CH2:20][N:21]3[CH2:29][C:28]4[C:23](=[CH:24][CH:25]=[CH:26][C:27]=4[F:30])[C:22]3=[O:31])=[CH:16][CH:15]=2)[C:7]([OH:9])=[O:8])[CH2:2][CH2:3][CH2:4][CH2:5]1. (5) Given the reactants [CH3:1][CH:2]([CH3:20])[CH2:3][CH:4]([S:8][C:9]1[NH:13][C:12]([C:14]2[CH:19]=[CH:18][CH:17]=[CH:16][CH:15]=2)=[N:11][N:10]=1)[C:5]([OH:7])=O.Cl.[NH2:22][CH2:23][C:24]#[N:25].CN(C(ON1N=NC2C=CC=NC1=2)=[N+](C)C)C.F[P-](F)(F)(F)(F)F.C(N(CC)CC)C, predict the reaction product. The product is: [C:23]([CH2:24][NH:25][C:5](=[O:7])[CH:4]([S:8][C:9]1[NH:13][C:12]([C:14]2[CH:19]=[CH:18][CH:17]=[CH:16][CH:15]=2)=[N:11][N:10]=1)[CH2:3][CH:2]([CH3:1])[CH3:20])#[N:22]. (6) Given the reactants [Cl:1][C:2]1[CH:7]=[CH:6][CH:5]=[CH:4][C:3]=1[CH:8]1[CH2:19][C:18]2[N:17]([CH2:20][CH2:21][CH2:22][O:23][CH3:24])[CH:16]=[CH:15][C:14]=2[CH:13]2[CH:9]1[C:10](=[O:26])[NH:11][C:12]2=[O:25].O=P(Cl)(Cl)Cl.C(O)[CH2:33][OH:34].C(=O)=O.[OH-].[Na+], predict the reaction product. The product is: [Cl:1][C:2]1[CH:7]=[CH:6][CH:5]=[CH:4][C:3]=1[CH:8]1[CH2:19][C:18]2[N:17]([CH2:20][CH2:21][CH2:22][O:23][CH3:24])[C:16]([CH:33]=[O:34])=[CH:15][C:14]=2[CH:13]2[CH:9]1[C:10](=[O:26])[NH:11][C:12]2=[O:25]. (7) Given the reactants [C:1]1([CH2:7][C:8]([OH:10])=O)[CH:6]=[CH:5][CH:4]=[CH:3][CH:2]=1.[CH2:11]([C:13]1[CH:14]=[C:15](O)[CH:16]=[CH:17][CH:18]=1)[CH3:12].N1CC[O:23][CH2:22]C1, predict the reaction product. The product is: [CH2:11]([C:13]1[CH:14]=[C:15]2[C:16]([C:22](=[O:23])[C:7]([C:1]3[CH:2]=[CH:3][CH:4]=[CH:5][CH:6]=3)=[CH:8][O:10]2)=[CH:17][CH:18]=1)[CH3:12]. (8) The product is: [Cl:1][C:2]1[CH:3]=[C:4]([CH:22]=[CH:23][C:24]=1[Cl:25])[C:5]([NH:7][C@@H:8]1[C:17]2[C:12](=[CH:13][CH:14]=[C:15]([N+:18]([O-:20])=[O:19])[CH:16]=2)[CH2:11][CH2:10][C@H:9]1[O:21][C:26](=[O:28])[CH3:27])=[O:6]. Given the reactants [Cl:1][C:2]1[CH:3]=[C:4]([CH:22]=[CH:23][C:24]=1[Cl:25])[C:5]([NH:7][C@@H:8]1[C:17]2[C:12](=[CH:13][CH:14]=[C:15]([N+:18]([O-:20])=[O:19])[CH:16]=2)[CH2:11][CH2:10][C@H:9]1[OH:21])=[O:6].[C:26](OC(=O)C)(=[O:28])[CH3:27], predict the reaction product. (9) Given the reactants [CH3:1][N:2]1[C:7](=[O:8])[CH2:6][CH:5]([C:9]2[CH:14]=[CH:13][C:12]([C:15]([F:18])([F:17])[F:16])=[CH:11][CH:10]=2)[C:4]([C:19]([OH:21])=O)=[C:3]1[CH3:22].[NH2:23][C:24]1[CH:25]=[C:26]2[C:30](=[CH:31][CH:32]=1)[NH:29][N:28]=[C:27]2[Cl:33], predict the reaction product. The product is: [Cl:33][C:27]1[C:26]2[C:30](=[CH:31][CH:32]=[C:24]([NH:23][C:19]([C:4]3[CH:5]([C:9]4[CH:14]=[CH:13][C:12]([C:15]([F:18])([F:16])[F:17])=[CH:11][CH:10]=4)[CH2:6][C:7](=[O:8])[N:2]([CH3:1])[C:3]=3[CH3:22])=[O:21])[CH:25]=2)[NH:29][N:28]=1. (10) Given the reactants Br[C:2]1[CH:11]=[CH:10][C:9]2[NH:8][C:7](=O)[C:6]3[NH:13]N=C[C:5]=3[C:4]=2[CH:3]=1.Br[C:17]1[CH:18]=[C:19]2[C:24](=[CH:25][CH:26]=1)[N:23]=[CH:22][C:21]([N+]([O-])=O)=[C:20]2C.BrC1C=C2C(=CC=1)N=CC(O)=C2C([C:45]1[CH:50]=[CH:49][C:48]([C:51]([CH3:55])([CH3:54])[C:52]#[N:53])=[CH:47][CH:46]=1)=O.C(Cl)(=O)[C:57](Cl)=[O:58].[CH3:62][CH2:63][N:64](C(C)C)C(C)C.CC([O-])(C)C.[K+], predict the reaction product. The product is: [CH3:57][O:58][CH2:62][C:63]1[N:64]([C:45]2[CH:46]=[CH:47][C:48]([C:51]([CH3:54])([CH3:55])[C:52]#[N:53])=[CH:49][CH:50]=2)[C:5]2[C:4]3[CH:3]=[C:2]([C:21]4[CH:22]=[N:23][C:24]5[C:19]([CH:20]=4)=[CH:18][CH:17]=[CH:26][CH:25]=5)[CH:11]=[CH:10][C:9]=3[N:8]=[CH:7][C:6]=2[N:13]=1.